Dataset: Forward reaction prediction with 1.9M reactions from USPTO patents (1976-2016). Task: Predict the product of the given reaction. Given the reactants [F:1][C:2]1[CH:7]=[C:6]([I:8])[CH:5]=[CH:4][C:3]=1[NH:9][C:10]1[CH:18]=[N:17][CH:16]=[CH:15][C:11]=1[C:12]([OH:14])=O.[F:19][C:20]1[CH:21]=[C:22]([CH:25]=[C:26]([C:28]([F:31])([F:30])[F:29])[CH:27]=1)[CH2:23][NH2:24], predict the reaction product. The product is: [F:1][C:2]1[CH:7]=[C:6]([I:8])[CH:5]=[CH:4][C:3]=1[NH:9][C:10]1[CH:18]=[N:17][CH:16]=[CH:15][C:11]=1[C:12]([NH:24][CH2:23][C:22]1[CH:25]=[C:26]([C:28]([F:29])([F:30])[F:31])[CH:27]=[C:20]([F:19])[CH:21]=1)=[O:14].